From a dataset of TCR-epitope binding with 47,182 pairs between 192 epitopes and 23,139 TCRs. Binary Classification. Given a T-cell receptor sequence (or CDR3 region) and an epitope sequence, predict whether binding occurs between them. (1) The epitope is NEGVKAAW. The TCR CDR3 sequence is CASSYRRPSSYNEQFF. Result: 1 (the TCR binds to the epitope). (2) The epitope is WICLLQFAY. The TCR CDR3 sequence is CASNSGTGEEQYF. Result: 1 (the TCR binds to the epitope).